Dataset: Full USPTO retrosynthesis dataset with 1.9M reactions from patents (1976-2016). Task: Predict the reactants needed to synthesize the given product. (1) Given the product [OH:32][C@H:31]([C:22]1[C:21]([CH3:20])=[C:29]2[C:25](=[CH:24][CH:23]=1)[C:26](=[O:30])[O:27][CH2:28]2)[CH2:33][N:9]1[CH2:10][CH2:11][C:6]2([C:2](=[O:12])[NH:3][CH2:4][CH2:5]2)[CH2:7][CH2:8]1, predict the reactants needed to synthesize it. The reactants are: Cl.[C:2]1(=[O:12])[C:6]2([CH2:11][CH2:10][NH:9][CH2:8][CH2:7]2)[CH2:5][CH2:4][NH:3]1.CCN(CC)CC.[CH3:20][C:21]1[C:29]2[CH2:28][O:27][C:26](=[O:30])[C:25]=2[CH:24]=[CH:23][C:22]=1[C@@H:31]1[CH2:33][O:32]1. (2) Given the product [CH3:1][O:2][C:3](=[O:16])[C:4]1[CH:9]=[C:8]([C:10]2[CH:21]=[CH:22][N:17]=[N:18][CH:11]=2)[C:7]([CH:12]([CH3:14])[CH3:13])=[CH:6][C:5]=1[NH2:15], predict the reactants needed to synthesize it. The reactants are: [CH3:1][O:2][C:3](=[O:16])[C:4]1[CH:9]=[C:8]([C:10]#[CH:11])[C:7]([CH:12]([CH3:14])[CH3:13])=[CH:6][C:5]=1[NH2:15].[N:17]1[CH:22]=[CH:21]N=N[N:18]=1. (3) Given the product [CH3:6][O:7][C:8]1[CH:9]=[C:10]2[C:15](=[CH:16][CH:17]=1)[CH:14]=[C:13]([CH:18]=[N:2][CH3:1])[CH:12]=[CH:11]2, predict the reactants needed to synthesize it. The reactants are: [CH3:1][NH2:2].C(O)C.[CH3:6][O:7][C:8]1[CH:9]=[C:10]2[C:15](=[CH:16][CH:17]=1)[CH:14]=[C:13]([CH:18]=O)[CH:12]=[CH:11]2.S([O-])([O-])(=O)=O.[Mg+2]. (4) The reactants are: [F:1][C:2]1[CH:3]=[C:4]([CH:7]=[C:8]([O:11][CH3:12])[C:9]=1[OH:10])[CH:5]=O.[C:13]1([C:19](=O)[CH2:20][C:21]2[CH:26]=[CH:25][CH:24]=[CH:23][CH:22]=2)[CH:18]=[CH:17][CH:16]=[CH:15][CH:14]=1.[NH2:28][C:29]([NH2:31])=[O:30].Cl. Given the product [F:1][C:2]1[CH:3]=[C:4]([CH:5]2[C:20]([C:21]3[CH:26]=[CH:25][CH:24]=[CH:23][CH:22]=3)=[C:19]([C:13]3[CH:18]=[CH:17][CH:16]=[CH:15][CH:14]=3)[NH:31][C:29](=[O:30])[NH:28]2)[CH:7]=[C:8]([O:11][CH3:12])[C:9]=1[OH:10], predict the reactants needed to synthesize it. (5) Given the product [CH:26]([O:28][C:3]1[C:11]2[C:6](=[CH:7][CH:8]=[CH:9][CH:10]=2)[N:5]([C:12]([O:14][C:15]([CH3:16])([CH3:17])[CH3:18])=[O:13])[CH:4]=1)=[O:27], predict the reactants needed to synthesize it. The reactants are: C([C:3]1[C:11]2[C:6](=[CH:7][CH:8]=[CH:9][CH:10]=2)[N:5]([C:12]([O:14][C:15]([CH3:18])([CH3:17])[CH3:16])=[O:13])[CH:4]=1)=O.ClC1C=CC=C([C:26]([O:28]O)=[O:27])C=1.O.S([O-])([O-])=O.[Na+].[Na+]. (6) Given the product [OH:20][C@H:9]1[CH2:8][C@H:7]2[C@@H:12]([C@@H:13]3[C@@H:4]([CH2:5][CH2:6]2)[CH2:3][C@@:2]2([CH3:1])[C:18](=[O:19])[CH2:17][CH2:16][C@@H:15]2[CH2:14]3)[CH2:11][CH2:10]1, predict the reactants needed to synthesize it. The reactants are: [CH3:1][C@:2]12[C:18](=[O:19])[CH2:17][CH2:16][C@@H:15]1[CH2:14][C@H:13]1[C@@H:4]([CH2:5][CH2:6][C@@H:7]3[C@@H:12]1[CH2:11][CH2:10][C:9](=[O:20])[CH2:8]3)[CH2:3]2.CCC(C)[BH-](C(C)CC)C(C)CC.[K+].[OH-].[Na+].OO. (7) Given the product [Cl:43][C:40]1[CH:41]=[CH:42][C:37]([N:36]([C@H:29]2[C:30]3[C:35](=[CH:34][CH:33]=[CH:32][CH:31]=3)[N:26]([C:24](=[O:25])[C:21]3[CH:22]=[CH:23][C:18]([O:17][CH2:16][CH2:15][CH2:14][N:11]4[CH2:10][CH2:9][NH:8][CH2:13][CH2:12]4)=[CH:19][CH:20]=3)[C@@H:27]([CH3:47])[CH2:28]2)[C:44](=[O:46])[CH3:45])=[CH:38][CH:39]=1, predict the reactants needed to synthesize it. The reactants are: C(OC([N:8]1[CH2:13][CH2:12][N:11]([CH2:14][CH2:15][CH2:16][O:17][C:18]2[CH:23]=[CH:22][C:21]([C:24]([N:26]3[C:35]4[C:30](=[CH:31][CH:32]=[CH:33][CH:34]=4)[C@H:29]([N:36]([C:44](=[O:46])[CH3:45])[C:37]4[CH:42]=[CH:41][C:40]([Cl:43])=[CH:39][CH:38]=4)[CH2:28][C@@H:27]3[CH3:47])=[O:25])=[CH:20][CH:19]=2)[CH2:10][CH2:9]1)=O)(C)(C)C.ClC1C=CC(N([C@H]2C3C(=CC=CC=3)N(C(=O)C3C=CC(O)=CC=3)[C@@H](C)C2)C(=O)C)=CC=1.C([O-])([O-])=O.[K+].[K+].C(OC(N1CCN(CCCCl)CC1)=O)(C)(C)C. (8) Given the product [N:12]([CH2:2][C:3]1[CH:11]=[CH:10][C:6]([C:7]([OH:9])=[O:8])=[CH:5][CH:4]=1)=[N+:13]=[N-:14], predict the reactants needed to synthesize it. The reactants are: Cl[CH2:2][C:3]1[CH:11]=[CH:10][C:6]([C:7]([OH:9])=[O:8])=[CH:5][CH:4]=1.[N-:12]=[N+:13]=[N-:14].[Na+].